Dataset: Full USPTO retrosynthesis dataset with 1.9M reactions from patents (1976-2016). Task: Predict the reactants needed to synthesize the given product. The reactants are: [CH2:1]([C@H:8]1[N:13]([C:14]([C:16]2[NH:17][CH:18]=[CH:19][CH:20]=2)=[O:15])[CH2:12][CH2:11][N:10](C(OC(C)(C)C)=O)[CH2:9]1)[C:2]1[CH:7]=[CH:6][CH:5]=[CH:4][CH:3]=1.[O:28]([C:35]1[CH:40]=[CH:39][CH:38]=[CH:37][C:36]=1B(O)O)[C:29]1[CH:34]=[CH:33][CH:32]=[CH:31][CH:30]=1.N1C=CC=CC=1. Given the product [CH2:1]([C@@H:8]1[CH2:9][NH:10][CH2:11][CH2:12][N:13]1[C:14]([C:16]1[N:17]([C:30]2[CH:31]=[CH:32][CH:33]=[CH:34][C:29]=2[O:28][C:35]2[CH:36]=[CH:37][CH:38]=[CH:39][CH:40]=2)[CH:18]=[CH:19][CH:20]=1)=[O:15])[C:2]1[CH:3]=[CH:4][CH:5]=[CH:6][CH:7]=1, predict the reactants needed to synthesize it.